Task: Regression. Given a peptide amino acid sequence and an MHC pseudo amino acid sequence, predict their binding affinity value. This is MHC class I binding data.. Dataset: Peptide-MHC class I binding affinity with 185,985 pairs from IEDB/IMGT (1) The peptide sequence is LLKYAGLTI. The MHC is HLA-B08:01 with pseudo-sequence HLA-B08:01. The binding affinity (normalized) is 0.570. (2) The peptide sequence is QQDTNSAGL. The MHC is HLA-B58:01 with pseudo-sequence HLA-B58:01. The binding affinity (normalized) is 0.0847. (3) The peptide sequence is TELEPPCRF. The MHC is HLA-B40:01 with pseudo-sequence HLA-B40:01. The binding affinity (normalized) is 0.0520. (4) The peptide sequence is KGMKIQHFK. The MHC is HLA-A29:02 with pseudo-sequence HLA-A29:02. The binding affinity (normalized) is 0.0847. (5) The MHC is HLA-A11:01 with pseudo-sequence HLA-A11:01. The peptide sequence is ILKEPVHGV. The binding affinity (normalized) is 0. (6) The peptide sequence is LLPFMSDMS. The MHC is H-2-Db with pseudo-sequence H-2-Db. The binding affinity (normalized) is 0. (7) The peptide sequence is FTWYGIAAL. The MHC is HLA-A33:01 with pseudo-sequence HLA-A33:01. The binding affinity (normalized) is 0.767.